From a dataset of Cav3 T-type calcium channel HTS with 100,875 compounds. Binary Classification. Given a drug SMILES string, predict its activity (active/inactive) in a high-throughput screening assay against a specified biological target. (1) The compound is S=c1n(c(=O)c2c([nH]1)cc(cc2)C(OC)=O)CC. The result is 0 (inactive). (2) The compound is O(C(C(=O)N1CCN(CC1)CC)CC)c1ccccc1. The result is 0 (inactive). (3) The compound is s1c2nc(cc(c2c(N)c1C(OC(C)C)=O)COC)C. The result is 0 (inactive). (4) The molecule is S(c1n(c(nn1)C1CCCCC1)CC=C)CC(=O)/C(=C(\N)C)C#N. The result is 0 (inactive). (5) The compound is O=C1N(C(=O)NC21CCc1c2cccc1)CC(=O)c1cc2OCCOc2cc1. The result is 0 (inactive). (6) The molecule is S(CC(=O)N1CCC(CC1)C(=O)N)c1ncccc1. The result is 0 (inactive). (7) The drug is S(=O)(=O)(N(c1ccccc1)C)c1ccc(NC(=S)NC(=O)c2ccc(cc2)C)cc1. The result is 0 (inactive). (8) The drug is n1(c(nc2c1cccc2)CCCCCN)C. The result is 0 (inactive).